This data is from Full USPTO retrosynthesis dataset with 1.9M reactions from patents (1976-2016). The task is: Predict the reactants needed to synthesize the given product. Given the product [CH2:15]([O:14][C:12](=[O:13])[C:11]([NH:17][C:18](=[O:20])[CH3:19])([CH2:23][C:24](=[O:25])[C:26]1[CH:31]=[CH:30][CH:29]=[CH:28][CH:27]=1)[C:10]([O:9][CH2:7][CH3:8])=[O:21])[CH3:16], predict the reactants needed to synthesize it. The reactants are: [H-].[Na+].[O-]CC.[Na+].[CH2:7]([O:9][C:10](=[O:21])[CH:11]([NH:17][C:18](=[O:20])[CH3:19])[C:12]([O:14][CH2:15][CH3:16])=[O:13])[CH3:8].Br[CH2:23][C:24]([C:26]1[CH:31]=[CH:30][CH:29]=[CH:28][CH:27]=1)=[O:25].